This data is from Full USPTO retrosynthesis dataset with 1.9M reactions from patents (1976-2016). The task is: Predict the reactants needed to synthesize the given product. (1) Given the product [Cl:1][C:2]1[C:11]2[C:6](=[CH:7][C:8]([O:19][CH3:20])=[C:9]([C:12]([O:14][CH3:15])=[O:13])[CH:10]=2)[N:5]=[CH:4][CH:3]=1.[Cl:30][C:31]1[CH:53]=[C:52]([N+:54]([O-:56])=[O:55])[CH:51]=[CH:50][C:32]=1[OH:33], predict the reactants needed to synthesize it. The reactants are: [Cl:1][C:2]1[C:11]2[C:6](=[CH:7][C:8]([O:19][CH3:20])=[C:9]([C:12]([O:14][C:15](C)(C)C)=[O:13])[CH:10]=2)[N:5]=[CH:4][CH:3]=1.C(N(CC)C(C)C)(C)C.[Cl:30][C:31]1[CH:53]=[C:52]([N+:54]([O-:56])=[O:55])[CH:51]=[CH:50][C:32]=1[O:33]C1C2C(=CC(OC)=C(C(OC)=O)C=2)N=CC=1. (2) Given the product [CH2:15]([O:17][C:18]([C:20]1([NH:30][C:7](=[O:9])[C:6]2[CH:10]=[CH:11][CH:12]=[C:13]([CH3:14])[C:5]=2[O:4][CH:1]([CH3:2])[CH3:3])[CH2:28][C:27]2[C:22](=[CH:23][CH:24]=[C:25]([F:29])[CH:26]=2)[CH2:21]1)=[O:19])[CH3:16], predict the reactants needed to synthesize it. The reactants are: [CH:1]([O:4][C:5]1[C:13]([CH3:14])=[CH:12][CH:11]=[CH:10][C:6]=1[C:7]([OH:9])=O)([CH3:3])[CH3:2].[CH2:15]([O:17][C:18]([C:20]1([NH2:30])[CH2:28][C:27]2[C:22](=[CH:23][CH:24]=[C:25]([F:29])[CH:26]=2)[CH2:21]1)=[O:19])[CH3:16].CN(C(ON1N=NC2C=CC=NC1=2)=[N+](C)C)C.F[P-](F)(F)(F)(F)F.CCN(C(C)C)C(C)C. (3) Given the product [Br:1][C:2]1[CH:3]=[C:4]([NH:10][C:11]2[CH:16]=[N:15][C:14]([N:17]3[CH2:22][CH2:21][N:20]([CH:26]4[CH2:27][O:24][CH2:25]4)[CH2:19][C@@H:18]3[CH3:23])=[CH:13][N:12]=2)[C:5](=[O:9])[N:6]([CH3:8])[CH:7]=1, predict the reactants needed to synthesize it. The reactants are: [Br:1][C:2]1[CH:3]=[C:4]([NH:10][C:11]2[CH:16]=[N:15][C:14]([N:17]3[CH2:22][CH2:21][NH:20][CH2:19][C@@H:18]3[CH3:23])=[CH:13][N:12]=2)[C:5](=[O:9])[N:6]([CH3:8])[CH:7]=1.[O:24]1[CH2:27][C:26](=O)[CH2:25]1.[BH3-]C#N.[Na+]. (4) Given the product [Br:23][CH:11]([CH2:21][CH3:22])[C:12]([NH:14][C:15]([CH3:20])([CH3:19])[C:16]#[C:17][CH3:18])=[O:13], predict the reactants needed to synthesize it. The reactants are: S1C2C=C(O[CH:11]([CH2:21][CH3:22])[C:12]([NH:14][C:15]([CH3:20])([CH3:19])[C:16]#[C:17][CH3:18])=[O:13])C=CC=2N=C1.[Br:23]C(CC)C(Br)=O.C(N(CC)CC)C.O. (5) Given the product [O:3]1[CH2:4][CH2:5][O:1][CH:2]1[C:6]1[CH:11]=[CH:10][C:9]([C:12]2[C:21]([C:22]3[CH:27]=[CH:26][CH:25]=[CH:24][CH:23]=3)=[CH:20][C:19]3[C:18]4=[N:28][N:29]=[C:37]([OH:38])[N:17]4[CH:16]=[CH:15][C:14]=3[N:13]=2)=[CH:8][CH:7]=1, predict the reactants needed to synthesize it. The reactants are: [O:1]1[CH2:5][CH2:4][O:3][CH:2]1[C:6]1[CH:11]=[CH:10][C:9]([C:12]2[C:21]([C:22]3[CH:27]=[CH:26][CH:25]=[CH:24][CH:23]=3)=[CH:20][C:19]3[C:14](=[CH:15][CH:16]=[N:17][C:18]=3[NH:28][NH2:29])[N:13]=2)=[CH:8][CH:7]=1.C(N(CC)CC)C.[C:37](Cl)(Cl)=[O:38]. (6) Given the product [Cl:1][C:2]1[CH:3]=[C:4]2[C:8](=[CH:9][CH:10]=1)[NH:7][CH:6]=[C:5]2[CH2:11][CH2:12][NH:13][C:14](=[O:23])[C:15]1[CH:20]=[CH:19][CH:18]=[C:17]([CH2:21][C:27]2[CH:26]=[C:25]([F:24])[CH:30]=[C:29]([F:31])[CH:28]=2)[CH:16]=1, predict the reactants needed to synthesize it. The reactants are: [Cl:1][C:2]1[CH:3]=[C:4]2[C:8](=[CH:9][CH:10]=1)[NH:7][CH:6]=[C:5]2[CH2:11][CH2:12][NH:13][C:14](=[O:23])[C:15]1[CH:20]=[CH:19][CH:18]=[C:17]([CH2:21]Cl)[CH:16]=1.[F:24][C:25]1[CH:26]=[C:27](B(O)O)[CH:28]=[C:29]([F:31])[CH:30]=1.ClCCl.C(=O)([O-])[O-].[Na+].[Na+].[I-].[Na+]. (7) Given the product [CH2:25]([O:32][C:33]([N:35]1[CH2:40][CH2:39][CH:38]([CH:41]([O:23][C:21]2[CH:20]=[CH:19][C:16]3[C:17]4[N:11]([CH2:12][CH2:13][O:14][C:15]=3[CH:22]=2)[CH:10]=[C:9]([C:8]2[N:4]([CH:1]([CH3:3])[CH3:2])[N:5]=[C:6]([CH3:24])[N:7]=2)[N:18]=4)[CH2:42][CH3:43])[CH2:37][CH2:36]1)=[O:34])[C:26]1[CH:27]=[CH:28][CH:29]=[CH:30][CH:31]=1, predict the reactants needed to synthesize it. The reactants are: [CH:1]([N:4]1[C:8]([C:9]2[N:18]=[C:17]3[N:11]([CH2:12][CH2:13][O:14][C:15]4[CH:22]=[C:21]([OH:23])[CH:20]=[CH:19][C:16]=43)[CH:10]=2)=[N:7][C:6]([CH3:24])=[N:5]1)([CH3:3])[CH3:2].[CH2:25]([O:32][C:33]([N:35]1[CH2:40][CH2:39][CH:38]([CH:41](O)[CH2:42][CH3:43])[CH2:37][CH2:36]1)=[O:34])[C:26]1[CH:31]=[CH:30][CH:29]=[CH:28][CH:27]=1.C1(P(C2C=CC=CC=2)C2C=CC=CC=2)C=CC=CC=1.CCOC(/N=N/C(OCC)=O)=O. (8) Given the product [C:15](=[O:16])([O-:11])[O-:18].[Ce+3:5].[C:15](=[O:16])([O-:7])[O-:18].[C:15](=[O:16])([O-:2])[O-:18].[Ce+3:5], predict the reactants needed to synthesize it. The reactants are: [N+]([O-])([O-])=[O:2].[Ce+3:5].[N+]([O-])([O-])=[O:7].[N+]([O-])([O-])=[O:11].N[C:15](N)=[O:16].[OH2:18]. (9) Given the product [N+:1]([C:4]1[C:13]2[C:8](=[CH:9][CH:10]=[CH:11][CH:12]=2)[C:7]([O:14][CH2:42][CH2:41][C:40]2[CH:39]=[CH:38][N:37]=[CH:36][C:35]=2[NH2:34])=[CH:6][CH:5]=1)([O-:3])=[O:2], predict the reactants needed to synthesize it. The reactants are: [N+:1]([C:4]1[C:13]2[C:8](=[CH:9][CH:10]=[CH:11][CH:12]=2)[C:7]([OH:14])=[CH:6][CH:5]=1)([O-:3])=[O:2].C1C=CC(P(C2C=CC=CC=2)C2C=CC=CC=2)=CC=1.[NH2:34][C:35]1[CH:36]=[N:37][CH:38]=[CH:39][C:40]=1[CH2:41][CH2:42]O.CC(OC(/N=N/C(OC(C)C)=O)=O)C.